This data is from Full USPTO retrosynthesis dataset with 1.9M reactions from patents (1976-2016). The task is: Predict the reactants needed to synthesize the given product. Given the product [CH3:20][C:21]1[C:25]([C:37]2[CH:38]=[C:39]([CH:41]=[CH:42][C:43]=2[O:44][CH3:45])[NH2:40])=[C:24]([CH3:35])[O:23][N:22]=1, predict the reactants needed to synthesize it. The reactants are: C1C=CC(P(C2C=CC=CC=2)C2C=CC=CC=2)=CC=1.[CH3:20][C:21]1[C:25](B2OC(C)(C)C(C)(C)O2)=[C:24]([CH3:35])[O:23][N:22]=1.I[C:37]1[CH:38]=[C:39]([CH:41]=[CH:42][C:43]=1[O:44][CH3:45])[NH2:40].C([O-])([O-])=O.[Cs+].[Cs+].